This data is from Peptide-MHC class II binding affinity with 134,281 pairs from IEDB. The task is: Regression. Given a peptide amino acid sequence and an MHC pseudo amino acid sequence, predict their binding affinity value. This is MHC class II binding data. (1) The peptide sequence is VLNRKTFEREYPTIK. The MHC is HLA-DQA10201-DQB10402 with pseudo-sequence HLA-DQA10201-DQB10402. The binding affinity (normalized) is 0. (2) The peptide sequence is HLRMAGHPLGRCDIK. The MHC is DRB1_0101 with pseudo-sequence DRB1_0101. The binding affinity (normalized) is 0.878.